From a dataset of Human Reference Interactome with 51,813 positive PPI pairs across 8,248 proteins, plus equal number of experimentally-validated negative pairs. Binary Classification. Given two protein amino acid sequences, predict whether they physically interact or not. (1) Protein 2 (ENSG00000107882) has sequence MAELRPSGAPGPTAPPAPGPTAPPAFASLFPPGLHAIYGECRRLYPDQPNPLQVTAIVKYWLGGPDPLDYVSMYRNVGSPSANIPEHWHYISFGLSDLYGDNRVHEFTGTDGPSGFGFELTFRLKRETGESAPPTWPAELMQGLARYVFQSENTFCSGDHVSWHSPLDNSESRIQHMLLTEDPQMQPVQTPFGVVTFLQIVGVCTEELHSAQQWNGQGILELLRTVPIAGGPWLITDMRRGETIFEIDPHLQERVDKGIETDGSNLSGVSAKCAWDDLSRPPEDDEDSRSICIGTQPRRL.... Protein 1 (ENSG00000166165) has sequence MPFSNSHNALKLRFPAEDEFPDLSAHNNHMAKVLTPELYAELRAKSTPSGFTLDDVIQTGVDNPGHPYIMTVGCVAGDEESYEVFKDLFDPIIEDRHGGYKPSDEHKTDLNPDNLQGGDDLDPNYVLSSRVRTGRSIRGFCLPPHCSRGERRAIEKLAVEALSSLDGDLAGRYYALKSMTEAEQQQLIDDHFLFDKPVSPLLLASGMARDWPDARGIWHNDNKTFLVWVNEEDHLRVISMQKGGNMKEVFTRFCTGLTQIETLFKSKDYEFMWNPHLGYILTCPSNLGTGLRAGVHIKLP.... Result: 0 (the proteins do not interact). (2) Protein 1 (ENSG00000089916) has sequence MDELVHDLASALEQTSEQNKLGELWEEMALSPRQQRRQLRKRRGRKRRSDFTHLAEHTCCYSEASESSLDEATKDCREVAPVTNFSDSDDTMVAKRHPALNAIVKSKQHSWHESDSFTENAPCRPLRRRRKVKRVTSEVAASLQQKLKVSDWSYERGCRFKSAKKQRLSRWKENTPWTSSGHGLCESAENRTFLSKTGRKERMECETDEQKQGSDENMSECETSSVCSSSDTGLFTNDEGRQGDDEQSDWFYEGECVPGFTVPNLLPKWAPDHCSEVERMDSGLDKFSDSTFLLPSRPAQ.... Protein 2 (ENSG00000197808) has sequence MAHELVMFRDVAIDVSQEEWECLNPAQRNLYKEVMLENYSNLVSLGLSVSKPAVISSLEQGKEPWMVVREETGRWCPDLASRDEPQKLSPKRDIYETELSQWVNMEEFKSHSPERSIFSAIWEGNCHFEQHQGQEEGYFRQLMINHENMPIFSQHTLLTQEFYDREKISECKKCRKIFSYHLFFSHHKRTHSKELSECKECTEIVNTPCLFKQQTIQNGDKCNECKECWKAFVHCSQLKHLRIHNGEKRYECNECGKAFNYGSELTLHQRIHTGEKPYECKECGKAFRQRSQLTQHQRLH.... Result: 0 (the proteins do not interact). (3) Protein 1 (ENSG00000102007) has sequence MADSERLSAPGCWAACTNFSRTRKGILLFAEIILCLVILICFSASTPGYSSLSVIEMILAAIFFVVYMCDLHTKIPFINWPWSDFFRTLIAAILYLITSIVVLVERGNHSKIVAGVKAMGAALKHRAKGLRSQGPFLPLLLAEIV*MADSERLSAPGCWAACTNFSRTRKGILLFAEIILCLVILICFSASTPGYSSLSVIEMILAAIFFVVYMCDLHTKIPFINWPWSDFFRTLIAAILYLITSIVVLVERGNHSKIVAGVLGLIATCLFGYDAYVTFPVRQPRHTAAPTDPADGPV*. Protein 2 (ENSG00000103375) has sequence MSGEIAMCEPEFGNDKAREPSVGGRWRVSWYERFVQPCLVELLGSALFIFIGCLSVIENGTDTGLLQPALAHGLALGLVIATLGNISGGHFNPAVSLAAMLIGGLNLVMLLPYWVSQLLGGMLGAALAKAVSPEERFWNASGAAFVTVQEQGQVAGALVAEIILTTLLALAVCMGAINEKTKGPLAPFSIGFAVTVDILAGGPVSGGCMNPARAFGPAVVANHWNFHWIYWLGPLLAGLLVGLLIRCFIGDGKTRLILKAR*MCEPEFGNDKAREPSVGGRWRVSWYERFVQPCLVELLG.... Result: 1 (the proteins interact). (4) Protein 1 (ENSG00000100227) has sequence MADISLDELIRKRGAAAKGRLNARPGVGGVRSRVGIQQGLLSQSTRTATFQQRFDARQKIGLSDARLKLGVKDAREKLLQKDARFRIKGKVQDAREMLNSRKQQTTVPQKPRQVADAREKISLKRSSPAAFINPPIGTVTPALKLTKTIQVPQQKAMAPLHPHPAGMRINVVNNHQAKQNLYDLDEDDDGIASVPTKQMKFAASGGFLHHMAGLSSSKLSMSKALPLTKVVQNDAYTAPALPSSIRTKALTNMSRTLVNKEEPPKELPAAEPVLSPLEGTKMTVNNLHPRVTEEDIVELF.... Protein 2 (ENSG00000120337) has sequence MTLHPSPITCEFLFSTALISPKMCLSHLENMPLSHSRTQGAQRSSWKLWLFCSIVMLLFLCSFSWLIFIFLQLETAKEPCMAKFGPLPSKWQMASSEPPCVNKVSDWKLEILQNGLYLIYGQVAPNANYNDVAPFEVRLYKNKDMIQTLTNKSKIQNVGGTYELHVGDTIDLIFNSEHQVLKNNTYWGIILLANPQFIS*. Result: 0 (the proteins do not interact). (5) Protein 1 (ENSG00000107897) has sequence MFQFHAGSWESWCCCCLIPADRPWDRGQHWQLEMADTRSVHETRFEAAVKVIQSLPKNGSFQPTNEMMLKFYSFYKQATEGPCKLSRPGFWDPIGRYKWDAWSSLGDMTKEEAMIAYVEEMKKIIETMPMTEKVEELLRVIGPFYEIVEDKKSGRSSDITSDLGNVLTSTPNAKTVNGKAESSDSGAESEEEEAQEEVKGAEQSDNDKKMMKKSADHKNLEVIVTNGYDKDGFVQDIQNDIHASSSLNGRSTEEVKPIDENLGQTGKSAVCIHQDINDDHVEDVTGIQHLTSDSDSEVYC.... Protein 2 (ENSG00000100522) has sequence MKPDETPMFDPSLLKEVDWSQNTATFSPAISPTHPGEGLVLRPLCTADLNRGFFKVLGQLTETGVVSPEQFMKSFEHMKKSGDYYVTVVEDVTLGQIVATATLIIEHKFIHSCAKRGRVEDVVVSDECRGKQLGKLLLSTLTLLSKKLNCYKITLECLPQNVGFYKKFGYTVSEENYMCRRFLK*MKPDETPMFDPSLLKEVDWSQNTATFSPAISPTHPGEGLVLRPLCTADLNRGFFKVLGQLTETGVVSPEQFMKSFEHMKKSGDYYVTVVEDVTLGQIVATATLIIEHKFIHSCAK.... Result: 0 (the proteins do not interact). (6) Protein 2 (ENSG00000166925) has sequence MSGGKKKSSFQITSVTTDYEGPGSPGASDPPTPQPPTGPPPRLPNGEPSPDPGGKGTPRNGSPPPGAPSSRFRVVKLPHGLGEPYRRGRWTCVDVYERDLEPHSFGGLLEGIRGASGGAGGRSLDSRLELASLGLGAPTPPSGLSQGPTSWLRPPPTSPGPQARSFTGGLGQLVVPSKAKAEKPPLSASSPQQRPPEPETGESAGTSRAATPLPSLRVEAEAGGSGARTPPLSRRKAVDMRLRMELGAPEEMGQVPPLDSRPSSPALYFTHDASLVHKSPDPFGAVAAQKFSLAHSMLAI.... Result: 0 (the proteins do not interact). Protein 1 (ENSG00000121570) has sequence MLRGSASSTSMEKAKGKEWTSTEKSREEDQQASNQPNSIALPGTSAKRTKEKMSIKGSKVLCPKKKAEHTDNPRPQKKIPIPPLPSKLPPVNLIHRDILRAWCQQLKLSSKGQKLDAYKRLCAFAYPNQKDFPSTAKEAKIRKSLQKKLKVEKGETSLQSSETHPPEVALPPVGEPPALENSTALLEGVNTVVVTTSAPEALLASWARISARARTPEAVESPQEASGVRWCVVHGKSLPADTDGWVHLQFHAGQAWVPEKQEGRVSALFLLPASNFPPPHLEDNMLCPKCVHRNKVLIKS....